This data is from Full USPTO retrosynthesis dataset with 1.9M reactions from patents (1976-2016). The task is: Predict the reactants needed to synthesize the given product. The reactants are: [CH3:1][N:2]1[CH2:7][CH2:6][CH2:5][NH:4][C:3]1=[O:8].[H-].[Na+].Cl[CH2:12][CH2:13][CH2:14][CH2:15][CH2:16][O:17][C:18]1[CH:23]=[CH:22][CH:21]=[CH:20][C:19]=1/[CH:24]=[CH:25]/[CH:26]([CH2:39][C:40]1[CH:45]=[CH:44][C:43]([C:46]([O:48][CH3:49])=[O:47])=[CH:42][CH:41]=1)[CH2:27][CH2:28][C:29]1[CH:38]=[CH:37][C:32]([C:33]([O:35][CH3:36])=[O:34])=[CH:31][CH:30]=1.[I-].[K+].[Cl-].[NH4+]. Given the product [CH3:49][O:48][C:46]([C:43]1[CH:44]=[CH:45][C:40]([CH2:39][CH:26](/[CH:25]=[CH:24]/[C:19]2[CH:20]=[CH:21][CH:22]=[CH:23][C:18]=2[O:17][CH2:16][CH2:15][CH2:14][CH2:13][CH2:12][N:4]2[CH2:5][CH2:6][CH2:7][N:2]([CH3:1])[C:3]2=[O:8])[CH2:27][CH2:28][C:29]2[CH:38]=[CH:37][C:32]([C:33]([O:35][CH3:36])=[O:34])=[CH:31][CH:30]=2)=[CH:41][CH:42]=1)=[O:47], predict the reactants needed to synthesize it.